From a dataset of Peptide-MHC class I binding affinity with 185,985 pairs from IEDB/IMGT. Regression. Given a peptide amino acid sequence and an MHC pseudo amino acid sequence, predict their binding affinity value. This is MHC class I binding data. (1) The peptide sequence is EVNSFKAAL. The MHC is HLA-B07:02 with pseudo-sequence HLA-B07:02. The binding affinity (normalized) is 0. (2) The peptide sequence is AIHTIIHSII. The MHC is HLA-B08:01 with pseudo-sequence HLA-B08:01. The binding affinity (normalized) is 0.239. (3) The peptide sequence is FLLAKLTDI. The MHC is HLA-A02:01 with pseudo-sequence HLA-A02:01. The binding affinity (normalized) is 0.785. (4) The peptide sequence is FPFKYACAF. The MHC is Mamu-A2201 with pseudo-sequence Mamu-A2201. The binding affinity (normalized) is 0.983. (5) The peptide sequence is HQFTSNPEV. The MHC is HLA-A11:01 with pseudo-sequence HLA-A11:01. The binding affinity (normalized) is 0.213. (6) The peptide sequence is KGSGKMKTE. The MHC is HLA-A31:01 with pseudo-sequence HLA-A31:01. The binding affinity (normalized) is 0.0847. (7) The binding affinity (normalized) is 0.000642. The MHC is Patr-A0301 with pseudo-sequence Patr-A0301. The peptide sequence is ETTVVRRRGR. (8) The peptide sequence is LVGPTPVNI. The MHC is HLA-A02:02 with pseudo-sequence HLA-A02:02. The binding affinity (normalized) is 0.679. (9) The peptide sequence is YQVPFVQAF. The MHC is BoLA-HD6 with pseudo-sequence BoLA-HD6. The binding affinity (normalized) is 0.370. (10) The peptide sequence is YMYAVSGAL. The MHC is HLA-C12:03 with pseudo-sequence HLA-C12:03. The binding affinity (normalized) is 0.497.